From a dataset of Full USPTO retrosynthesis dataset with 1.9M reactions from patents (1976-2016). Predict the reactants needed to synthesize the given product. (1) Given the product [F:18][C:13]1[CH:12]=[C:11]([CH:16]=[CH:15][C:14]=1[CH3:17])[CH2:10][N:7]([O:8][CH3:9])[C:6]([C:5]1[CH2:30][N:31]([CH3:32])[C:3](=[O:21])[C:4]=1[OH:20])=[O:19], predict the reactants needed to synthesize it. The reactants are: CO[C:3](=[O:21])[C:4]([OH:20])=[CH:5][C:6](=[O:19])[N:7]([CH2:10][C:11]1[CH:16]=[CH:15][C:14]([CH3:17])=[C:13]([F:18])[CH:12]=1)[O:8][CH3:9].C=O.CN.ClC1C=C(C=CC=1Cl)[CH2:30][N:31](C)[C:32](C1CN(C)C(=O)C=1O)=O. (2) Given the product [NH2:14][C:13]1[N:12]=[CH:11][N:10]=[C:9]2[N:5]([CH:3]3[CH2:2][N:1]([C:32]([C:31](=[CH:35][CH:36]([CH3:38])[CH3:37])[C:29]#[N:30])=[O:33])[CH2:4]3)[N:6]=[C:7]([C:15]3[CH:20]=[CH:19][C:18]([O:21][C:22]4[CH:27]=[CH:26][CH:25]=[CH:24][CH:23]=4)=[CH:17][C:16]=3[F:28])[C:8]=12, predict the reactants needed to synthesize it. The reactants are: [NH:1]1[CH2:4][CH:3]([N:5]2[C:9]3=[N:10][CH:11]=[N:12][C:13]([NH2:14])=[C:8]3[C:7]([C:15]3[CH:20]=[CH:19][C:18]([O:21][C:22]4[CH:27]=[CH:26][CH:25]=[CH:24][CH:23]=4)=[CH:17][C:16]=3[F:28])=[N:6]2)[CH2:2]1.[C:29]([C:31](=[CH:35][CH:36]([CH3:38])[CH3:37])[C:32](O)=[O:33])#[N:30].C1CN([P+](ON2N=NC3C=CC=NC2=3)(N2CCCC2)N2CCCC2)CC1.F[P-](F)(F)(F)(F)F. (3) Given the product [Br:11][C:12]1[C:13]([F:22])=[C:14]2[C:20]([NH:21][C:6](=[O:7])[C:5]3[CH:9]=[CH:10][C:2]([F:1])=[CH:3][CH:4]=3)=[CH:19][NH:18][C:15]2=[N:16][CH:17]=1, predict the reactants needed to synthesize it. The reactants are: [F:1][C:2]1[CH:10]=[CH:9][C:5]([C:6](Cl)=[O:7])=[CH:4][CH:3]=1.[Br:11][C:12]1[C:13]([F:22])=[C:14]2[C:20]([NH2:21])=[CH:19][NH:18][C:15]2=[N:16][CH:17]=1.